This data is from Forward reaction prediction with 1.9M reactions from USPTO patents (1976-2016). The task is: Predict the product of the given reaction. (1) Given the reactants Br[C:2]1[CH:7]=[CH:6][C:5]([S:8]([N:11]2[C:19]3[C:14](=[CH:15][C:16]([C:20]4[CH:25]=[CH:24][C:23]([C:26]([F:29])([F:28])[F:27])=[CH:22][CH:21]=4)=[CH:17][CH:18]=3)[CH2:13][CH2:12]2)(=[O:10])=[O:9])=[CH:4][C:3]=1[Cl:30].[Cu](C#N)[C:32]#[N:33].C(OCC)(=O)C, predict the reaction product. The product is: [Cl:30][C:3]1[CH:4]=[C:5]([S:8]([N:11]2[C:19]3[C:14](=[CH:15][C:16]([C:20]4[CH:25]=[CH:24][C:23]([C:26]([F:29])([F:28])[F:27])=[CH:22][CH:21]=4)=[CH:17][CH:18]=3)[CH2:13][CH2:12]2)(=[O:10])=[O:9])[CH:6]=[CH:7][C:2]=1[C:32]#[N:33]. (2) Given the reactants [OH:1][CH:2]1[CH:7]([NH:8][CH2:9][CH2:10][CH2:11][CH:12]2[N:16]([C:17]([O:19][CH2:20][C:21]3[CH:26]=[CH:25][C:24]([O:27][C@H:28]4[C@H:33]([O:34]C(=O)C)[C@@H:32]([O:38]C(=O)C)[C@H:31]([O:42]C(=O)C)[C@@H:30]([C:46]([O:48]C)=[O:47])[O:29]4)=[C:23]([NH:50][C:51](=[O:72])[CH2:52][CH2:53][NH:54]C(OCC4C5C=CC=CC=5C5C4=CC=CC=5)=O)[CH:22]=3)=[O:18])[CH2:15][CH2:14][O:13]2)[CH2:6][CH:5]([O:73][CH:74]2[C:91]3[C:78](=[C:79]([OH:97])[C:80]4[C:81](=[O:96])[C:82]5[C:87]([C:88](=[O:93])[C:89]=4[C:90]=3[OH:92])=[C:86]([O:94][CH3:95])[CH:85]=[CH:84][CH:83]=5)[CH2:77][C@@:76]([OH:102])([C:98](=[O:101])[CH2:99][OH:100])[CH2:75]2)[O:4][CH:3]1[CH3:103].C(O)(=O)C.N1CCCCC1, predict the reaction product. The product is: [NH2:54][CH2:53][CH2:52][C:51]([NH:50][C:23]1[CH:22]=[C:21]([CH2:20][O:19][C:17]([N:16]2[CH2:15][CH2:14][O:13][CH:12]2[CH2:11][CH2:10][CH2:9][NH:8][CH:7]2[CH2:6][CH:5]([O:73][CH:74]3[C:91]4[C:78](=[C:79]([OH:97])[C:80]5[C:81](=[O:96])[C:82]6[C:87]([C:88](=[O:93])[C:89]=5[C:90]=4[OH:92])=[C:86]([O:94][CH3:95])[CH:85]=[CH:84][CH:83]=6)[CH2:77][C@@:76]([OH:102])([C:98](=[O:101])[CH2:99][OH:100])[CH2:75]3)[O:4][CH:3]([CH3:103])[CH:2]2[OH:1])=[O:18])[CH:26]=[CH:25][C:24]=1[O:27][C@@H:28]1[O:29][C@H:30]([C:46]([OH:48])=[O:47])[C@@H:31]([OH:42])[C@H:32]([OH:38])[C@H:33]1[OH:34])=[O:72]. (3) Given the reactants Cl[C:2]1[CH:11]=[C:10]([C:12]2[CH:13]=[N:14][CH:15]=[N:16][CH:17]=2)[C:9]2[CH2:8][CH2:7][CH2:6][CH2:5][C:4]=2[N:3]=1.[OH:18][CH2:19][C:20]1[N:25]=[CH:24][C:23]([C:26]#[N:27])=[CH:22][CH:21]=1.O(C(C)(C)C)[Na], predict the reaction product. The product is: [N:14]1[CH:13]=[C:12]([C:10]2[C:9]3[CH2:8][CH2:7][CH2:6][CH2:5][C:4]=3[N:3]=[C:2]([O:18][CH2:19][C:20]3[N:25]=[CH:24][C:23]([C:26]#[N:27])=[CH:22][CH:21]=3)[CH:11]=2)[CH:17]=[N:16][CH:15]=1. (4) Given the reactants Br[C:2]1[CH:3]=[C:4]([N:8]2[C:12]3[N:13]=[CH:14][N:15]([CH2:18][C:19]4([OH:32])[CH2:24][CH2:23][N:22]([C:25]([O:27][C:28]([CH3:31])([CH3:30])[CH3:29])=[O:26])[CH2:21][CH2:20]4)[C:16](=[O:17])[C:11]=3[CH:10]=[N:9]2)[CH:5]=[CH:6][CH:7]=1.[F:33][C:34]1[CH:38]=[CH:37][NH:36][N:35]=1.C(=O)([O-])[O-].[K+].[K+].[C@@H]1(N)CCCC[C@H]1N, predict the reaction product. The product is: [F:33][C:34]1[CH:38]=[CH:37][N:36]([C:2]2[CH:3]=[C:4]([N:8]3[C:12]4[N:13]=[CH:14][N:15]([CH2:18][C:19]5([OH:32])[CH2:24][CH2:23][N:22]([C:25]([O:27][C:28]([CH3:31])([CH3:30])[CH3:29])=[O:26])[CH2:21][CH2:20]5)[C:16](=[O:17])[C:11]=4[CH:10]=[N:9]3)[CH:5]=[CH:6][CH:7]=2)[N:35]=1. (5) The product is: [CH3:48][N:49]([CH2:50][C:51]1[N:52]=[C:53]([NH:21][C:22]([C:24]2[CH:25]=[CH:26][C:27]([C:34]3[C:39]([Cl:40])=[C:38]([O:41][CH3:42])[CH:37]=[C:36]([O:43][CH3:44])[C:35]=3[Cl:45])=[C:28]3[C:33]=2[N:32]=[CH:31][CH:30]=[CH:29]3)=[O:23])[NH:54][CH:55]=1)[CH3:59]. Given the reactants COC1C=CC(CN2CCN(CC3N=CC([NH:21][C:22]([C:24]4[CH:25]=[CH:26][C:27]([C:34]5[C:39]([Cl:40])=[C:38]([O:41][CH3:42])[CH:37]=[C:36]([O:43][CH3:44])[C:35]=5[Cl:45])=[C:28]5[C:33]=4[N:32]=[CH:31][CH:30]=[CH:29]5)=[O:23])=CC=3)CC2)=CC=1.[CH3:48][N:49]([CH3:59])[CH2:50][C:51]1[N:52]=[C:53]([N+]([O-])=O)[NH:54][CH:55]=1.CO.C1COCC1.CO, predict the reaction product. (6) Given the reactants Br[C:2]1[N:3]=[C:4]([N:23]([C:33]([O:35][C:36]([CH3:39])([CH3:38])[CH3:37])=[O:34])[CH2:24][C:25]2[C:30]([Cl:31])=[CH:29][CH:28]=[CH:27][C:26]=2[Cl:32])[C:5]([N:8]([C:16]([O:18][C:19]([CH3:22])([CH3:21])[CH3:20])=[O:17])[C:9]([O:11][C:12]([CH3:15])([CH3:14])[CH3:13])=[O:10])=[N:6][CH:7]=1.CC1(C)C(C)(C)OB([C:48]2[CH:55]=[CH:54][C:51]([CH:52]=[O:53])=[CH:50][CH:49]=2)O1.C([O-])([O-])=O.[Na+].[Na+], predict the reaction product. The product is: [C:36]([O:35][C:33]([N:23]([CH2:24][C:25]1[C:30]([Cl:31])=[CH:29][CH:28]=[CH:27][C:26]=1[Cl:32])[C:4]1[C:5]([N:8]([C:9]([O:11][C:12]([CH3:14])([CH3:13])[CH3:15])=[O:10])[C:16]([O:18][C:19]([CH3:22])([CH3:21])[CH3:20])=[O:17])=[N:6][CH:7]=[C:2]([C:48]2[CH:55]=[CH:54][C:51]([CH:52]=[O:53])=[CH:50][CH:49]=2)[N:3]=1)=[O:34])([CH3:39])([CH3:37])[CH3:38]. (7) Given the reactants [C:1]1([NH:7][C:8]([C:10]2([CH2:23][CH2:24][CH2:25][CH2:26]Br)[C:22]3[CH:21]=[CH:20][CH:19]=[CH:18][C:17]=3[C:16]3[C:11]2=[CH:12][CH:13]=[CH:14][CH:15]=3)=[O:9])[CH:6]=[CH:5][CH:4]=[CH:3][CH:2]=1.[C:28]1([CH2:34][C:35]([N:37]2[CH2:42][CH2:41][NH:40][CH2:39][CH2:38]2)=[O:36])[CH:33]=[CH:32][CH:31]=[CH:30][CH:29]=1, predict the reaction product. The product is: [C:1]1([NH:7][C:8]([C:10]2([CH2:23][CH2:24][CH2:25][CH2:26][N:40]3[CH2:41][CH2:42][N:37]([C:35](=[O:36])[CH2:34][C:28]4[CH:29]=[CH:30][CH:31]=[CH:32][CH:33]=4)[CH2:38][CH2:39]3)[C:22]3[CH:21]=[CH:20][CH:19]=[CH:18][C:17]=3[C:16]3[C:11]2=[CH:12][CH:13]=[CH:14][CH:15]=3)=[O:9])[CH:6]=[CH:5][CH:4]=[CH:3][CH:2]=1.